From a dataset of Reaction yield outcomes from USPTO patents with 853,638 reactions. Predict the reaction yield, written as a fraction of the theoretical maximum amount of product (1.0 means a 100% yield; for example, 0.34 means a 34% yield). (1) The reactants are [C:1]([C:3]1[C:7]2[CH:8]=[C:9]([CH:26]3[CH2:28][CH2:27]3)[C:10]([N:12]([CH2:17][C:18]3[CH:23]=[CH:22][C:21]([O:24][CH3:25])=[CH:20][CH:19]=3)[S:13]([CH3:16])(=[O:15])=[O:14])=[CH:11][C:6]=2[O:5][C:4]=1[C:29]1[CH:34]=[CH:33][C:32]([F:35])=[CH:31][CH:30]=1)#[N:2].[NH2:36][OH:37]. The catalyst is C(O)C. The product is [CH:26]1([C:9]2[C:10]([N:12]([CH2:17][C:18]3[CH:19]=[CH:20][C:21]([O:24][CH3:25])=[CH:22][CH:23]=3)[S:13]([CH3:16])(=[O:15])=[O:14])=[CH:11][C:6]3[O:5][C:4]([C:29]4[CH:30]=[CH:31][C:32]([F:35])=[CH:33][CH:34]=4)=[C:3]([C:1](=[N:36][OH:37])[NH2:2])[C:7]=3[CH:8]=2)[CH2:28][CH2:27]1. The yield is 1.00. (2) The reactants are [F:1][CH2:2][CH2:3]I.[CH2:5]([N:8]([S:31]([CH2:34][C:35]1[CH:40]=[CH:39][CH:38]=[CH:37][CH:36]=1)(=[O:33])=[O:32])[C:9]([CH:11]1[CH2:16][CH2:15][N:14]([C:17]2[NH:22][C:21](=[O:23])[C:20]([C:24]([O:26][CH2:27][CH3:28])=[O:25])=[CH:19][C:18]=2[C:29]#[N:30])[CH2:13][CH2:12]1)=[O:10])[CH:6]=[CH2:7]. The catalyst is C(#N)C. The product is [CH2:5]([N:8]([S:31]([CH2:34][C:35]1[CH:36]=[CH:37][CH:38]=[CH:39][CH:40]=1)(=[O:33])=[O:32])[C:9]([CH:11]1[CH2:16][CH2:15][N:14]([C:17]2[C:18]([C:29]#[N:30])=[CH:19][C:20]([C:24]([O:26][CH2:27][CH3:28])=[O:25])=[C:21]([O:23][CH2:3][CH2:2][F:1])[N:22]=2)[CH2:13][CH2:12]1)=[O:10])[CH:6]=[CH2:7]. The yield is 1.00.